From a dataset of Reaction yield outcomes from USPTO patents with 853,638 reactions. Predict the reaction yield, written as a fraction of the theoretical maximum amount of product (1.0 means a 100% yield; for example, 0.34 means a 34% yield). (1) The reactants are CO[C:3](=[NH:10])[C:4]1[CH:9]=[CH:8][CH:7]=[N:6][CH:5]=1.C(O)(=O)C(O)=O.[CH2:17]([NH:19][NH2:20])[CH3:18]. The catalyst is N1C=CC=CC=1. The product is [CH2:17]([NH:19][NH:20][C:3](=[NH:10])[C:4]1[CH:9]=[CH:8][CH:7]=[N:6][CH:5]=1)[CH3:18]. The yield is 0.870. (2) The reactants are [NH2:1][C:2]1[CH:14]=[CH:13][C:5]([C:6]([O:8][C:9]([CH3:12])([CH3:11])[CH3:10])=[O:7])=[CH:4][CH:3]=1.[CH2:15]([O:22][C:23]([NH:25][C:26](=[N:29][C:30]([O:32][CH2:33][C:34]1[CH:39]=[CH:38][CH:37]=[CH:36][CH:35]=1)=[O:31])SC)=[O:24])[C:16]1[CH:21]=[CH:20][CH:19]=[CH:18][CH:17]=1.CCN(CC)CC. The catalyst is C(Cl)Cl. The product is [CH2:15]([O:22][C:23]([N:25]=[C:26]([NH:29][C:30]([O:32][CH2:33][C:34]1[CH:35]=[CH:36][CH:37]=[CH:38][CH:39]=1)=[O:31])[NH:1][C:2]1[CH:14]=[CH:13][C:5]([C:6]([O:8][C:9]([CH3:10])([CH3:11])[CH3:12])=[O:7])=[CH:4][CH:3]=1)=[O:24])[C:16]1[CH:17]=[CH:18][CH:19]=[CH:20][CH:21]=1. The yield is 0.750. (3) The reactants are [I:1][C:2]1[N:3]=[CH:4][NH:5][CH:6]=1.[CH2:7]([O:9][CH:10]([O:13][CH2:14][CH3:15])[CH2:11]Br)[CH3:8].C([O-])([O-])=O.[K+].[K+]. The catalyst is CS(C)=O.O. The product is [CH2:7]([O:9][CH:10]([O:13][CH2:14][CH3:15])[CH2:11][N:5]1[CH:6]=[C:2]([I:1])[N:3]=[CH:4]1)[CH3:8]. The yield is 0.710. (4) The reactants are [O:1]1[C:5]2[CH:6]=[CH:7][CH:8]=[CH:9][C:4]=2[N:3]=[C:2]1[C:10]1[CH:11]=[CH:12][C:13](C2CCOCC2)=[C:14]([N+:16]([O-])=O)[CH:15]=1.[CH3:25][OH:26]. The catalyst is C1COCC1.[Pd]. The product is [O:1]1[C:5]2[CH:6]=[CH:7][CH:8]=[CH:9][C:4]=2[N:3]=[C:2]1[C:10]1[CH:11]=[CH:12][C:13]([NH:3][CH:4]2[CH2:5][CH2:6][O:26][CH2:25][CH2:9]2)=[C:14]([CH:15]=1)[NH2:16]. The yield is 0.891. (5) The reactants are [CH3:1][O:2][C:3](=[O:33])[C:4]1[CH:9]=[CH:8][C:7]([CH2:10][N:11]2[CH:15]=[C:14]([C:16]3[CH:21]=[CH:20][C:19]([Cl:22])=[CH:18][C:17]=3[Cl:23])[N:13]=[C:12]2/[CH:24]=[CH:25]/[C:26]2[CH:31]=[CH:30][C:29]([NH2:32])=[CH:28][CH:27]=2)=[CH:6][CH:5]=1.[CH2:34]([C:38]1[CH:45]=[CH:44][C:41]([CH:42]=O)=[CH:40][CH:39]=1)[CH2:35][CH2:36][CH3:37]. No catalyst specified. The product is [CH3:1][O:2][C:3](=[O:33])[C:4]1[CH:9]=[CH:8][C:7]([CH2:10][N:11]2[CH:15]=[C:14]([C:16]3[CH:21]=[CH:20][C:19]([Cl:22])=[CH:18][C:17]=3[Cl:23])[N:13]=[C:12]2/[CH:24]=[CH:25]/[C:26]2[CH:27]=[CH:28][C:29]([NH:32][CH2:42][C:41]3[CH:44]=[CH:45][C:38]([CH2:34][CH2:35][CH2:36][CH3:37])=[CH:39][CH:40]=3)=[CH:30][CH:31]=2)=[CH:6][CH:5]=1. The yield is 0.630. (6) The reactants are [C:1]([O:6][CH2:7][C:8]1[CH:13]=[CH:12][CH:11]=[CH:10][CH:9]=1)(=[O:5])/[CH:2]=[CH:3]/[CH3:4].C(N(CC)CC)C.[Br-].[C:22]([O:26][C:27]([NH:29][C:30]1[CH:35]=[CH:34][N+:33]([CH2:36][C:37]([C:39]2[CH:44]=[CH:43][C:42]([N+:45]([O-:47])=[O:46])=[C:41]([O:48][CH3:49])[CH:40]=2)=[O:38])=[CH:32][CH:31]=1)=[O:28])([CH3:25])([CH3:24])[CH3:23]. The catalyst is CN(C)C=O.[O-2].[Mn+2]. The product is [C:22]([O:26][C:27]([NH:29][C:30]1[CH:35]=[CH:34][N:33]2[C:32]([CH:31]=1)=[C:2]([C:1]([O:6][CH2:7][C:8]1[CH:13]=[CH:12][CH:11]=[CH:10][CH:9]=1)=[O:5])[C:3]([CH3:4])=[C:36]2[C:37](=[O:38])[C:39]1[CH:44]=[CH:43][C:42]([N+:45]([O-:47])=[O:46])=[C:41]([O:48][CH3:49])[CH:40]=1)=[O:28])([CH3:25])([CH3:24])[CH3:23]. The yield is 0.440. (7) The reactants are [CH3:1][C:2]([CH3:18])([CH3:17])[C@@H:3]([C:14]([OH:16])=O)[NH:4][C:5]([O:7][CH2:8][C:9]1[S:13][CH:12]=[N:11][CH:10]=1)=[O:6].[CH2:19]([C@H:26]([NH:39][C:40](=[O:46])[O:41][C:42]([CH3:45])([CH3:44])[CH3:43])[CH2:27][C@H:28]([OH:38])[C@@H:29]([NH2:37])[CH2:30][C:31]1[CH:36]=[CH:35][CH:34]=[CH:33][CH:32]=1)[C:20]1[CH:25]=[CH:24][CH:23]=[CH:22][CH:21]=1.Cl.CN(C)CCCN=C=NCC.ON1C2C=CC=CC=2N=N1.CN1CCOCC1. The catalyst is CN(C)C=O. The product is [CH2:30]([C@H:29]([NH:37][C:14](=[O:16])[C@H:3]([C:2]([CH3:1])([CH3:18])[CH3:17])[NH:4][C:5]([O:7][CH2:8][C:9]1[S:13][CH:12]=[N:11][CH:10]=1)=[O:6])[C@@H:28]([OH:38])[CH2:27][C@@H:26]([NH:39][C:40]([O:41][C:42]([CH3:43])([CH3:44])[CH3:45])=[O:46])[CH2:19][C:20]1[CH:21]=[CH:22][CH:23]=[CH:24][CH:25]=1)[C:31]1[CH:32]=[CH:33][CH:34]=[CH:35][CH:36]=1. The yield is 0.767.